From a dataset of Full USPTO retrosynthesis dataset with 1.9M reactions from patents (1976-2016). Predict the reactants needed to synthesize the given product. Given the product [C:31]1(=[O:40])[C:32]2[C:37](=[CH:36][CH:35]=[CH:34][CH:33]=2)[C:38](=[O:39])[NH:30]1, predict the reactants needed to synthesize it. The reactants are: CC1C=CC(S(OC[C@H]2CCCC[C@@H]2O)(=O)=O)=CC=1.OC1C=C(CCC[N:30]2[C:38](=[O:39])[C:37]3[C:32](=[CH:33][CH:34]=[CH:35][CH:36]=3)[C:31]2=[O:40])C=CC=1.C(=O)([O-])[O-].[Cs+].[Cs+].